Dataset: Experimentally validated miRNA-target interactions with 360,000+ pairs, plus equal number of negative samples. Task: Binary Classification. Given a miRNA mature sequence and a target amino acid sequence, predict their likelihood of interaction. (1) The miRNA is hsa-miR-6508-5p with sequence UCUAGAAAUGCAUGACCCACC. The protein sequence of the target gene is MGEIEQKPTPASRLGAPENSGISTLERGQKPPPTPSGKLMTVKIQMLDDTQEAFEVPQRAPGKVLFDAVCNHLNLVEGDYFGLEFPDHRKIVVWLDLLKPIVKQIRRPKHVVVKFVVKFFPPDHTQLQEELTRYLFALQVKQDLAQGRLTCNDTSAALLISHIVQSEIGDFDEALDREHLAKNKYVPQQDALEDRIMEFHHSHVGQTPAESDFQLLEVARRLEMYGIRLHPAKDREGTKINLAVANTGILVFQGFTKINAFNWAKVRKLSFKRKRFLIKLRPDVNSSYQDTLEFLMAGRD.... Result: 0 (no interaction). (2) The miRNA is hsa-miR-3124-5p with sequence UUCGCGGGCGAAGGCAAAGUC. The protein sequence of the target gene is MSCHNCSDPQVLCSSGQLFLQPLWDHLRSWEALLQSPFFPVIFSITTYVGFCLPFVVLDILCSWVPALRRYKIHPDFSPSAQQLLPCLGQTLYQHVMFVFPVTLLHWARSPALLPHEAPELLLLLHHILFCLLLFDMEFFVWHLLHHKVPWLYRTFHKVHHQNSSSFALATQYMSVWELFSLGFFDMMNVTLLGCHPLTTLTFHVVNIWLSVEDHSGYNFPWSTHRLVPFGWYGGVVHHDLHHSHFNCNFAPYFTHWDKILGTLRTASVPAR. Result: 0 (no interaction). (3) The miRNA is mmu-miR-669h-5p with sequence AUGCAUGGGUGUAUAGUUGAGUGC. The protein sequence of the target gene is MYPESTTGSPARLSLRQTGSPGMIYSTRYGSPKRQLQFYRNLGKSGLRVSCLGLGTWVTFGGQITDEMAEHLMTLAYDNGINLFDTAEVYAAGKAEVVLGNIIKKKGWRRSSLVITTKIFWGGKAETERGLSRKHIIEGLKASLERLQLEYVDVVFANRPDPNTPMEETVRAMTHVINQGMAMYWGTSRWSSMEIMEAYSVARQFNLIPPICEQAEYHMFQREKVEVQLPELFHKIGVGAMTWSPLACGIVSGKYDSGIPPYSRASLKGYQWLKDKILSEEGRRQQAKLKELQAIAERLG.... Result: 0 (no interaction). (4) The miRNA is hsa-miR-548ak with sequence AAAAGUAACUGCGGUUUUUGA. The protein sequence of the target gene is MDEQSVESIAEVFRCFICMEKLRDARLCPHCSKLCCFSCIRRWLTEQRAQCPHCRAPLQLRELVNCRWAEEVTQQLDTLQLCSLTKHEENEKDKCENHHEKLSVFCWTCKKCICHQCALWGGMHGGHTFKPLAEIYEQHVTKVNEEVAKLRRRLMELISLVQEVERNVEAVRNAKDERVREIRNAVEMMIARLDTQLKNKLITLMGQKTSLTQETELLESLLQEVEHQLRSCSKSELISKSSEILMMFQQVHRKPMASFVTTPVPPDFTSELVPSYDSATFVLENFSTLRQRADPVYSPP.... Result: 1 (interaction). (5) The miRNA is hsa-miR-450b-3p with sequence UUGGGAUCAUUUUGCAUCCAUA. The protein sequence of the target gene is MSKAAGGSAPAAESCPSAPAGASTPTGVDDLSKVTDEELLQWSKEELIRSLRRAEAEKVSAMLDHSNLIREVNRRLQLHLGEIRGLKDINQKLQEDNQELRDLCCFLDDDRQKGKRVSREWQRLGRYTAGVMHKEVALYLQKLKELEVKQEEVVKENMELKELCMLLDEEKGVGCAGSRCSIDSQASLCQLVASATPYVRDVGDGSSTSSTGSTDSPDHHKHHASGGSPEHLQKPRSEGSPEHTKHRSTSPEHLHKPRASGTPDHSKALKGPSPEHHKPLCKGSPEQQRHPHPGSSPEVL.... Result: 0 (no interaction). (6) The miRNA is hsa-miR-548p with sequence UAGCAAAAACUGCAGUUACUUU. The protein sequence of the target gene is MAFMEKPPAGKVLLDDTVPLTAAIEASQSLQSHTEYIIRVQRGISVENSWQIVRRYSDFDLLNNSLQIAGLSLPLPPKKLIGNMDREFIAERQKGLQNYLNVITTNHILSNCELVKKFLDPNNYSANYTEIALQQVSMFFRSEPKWEVVEPLKDIGWRIRKKYFLMKIKNQPKERLVLSWADLGPDKYLSDKDFQCLIKLLPSCLHPYIYRVTFATANESSALLIRMFNEKGTLKDLIYKAKPKDPFLKKYCNPKKIQGLELQQIKTYGRQILEVLKFLHDKGFPYGHLHASNVMLDGDT.... Result: 1 (interaction).